From a dataset of Forward reaction prediction with 1.9M reactions from USPTO patents (1976-2016). Predict the product of the given reaction. (1) Given the reactants [CH2:1]([OH:19])[CH2:2][CH2:3][CH2:4][CH2:5][CH2:6][CH2:7][CH2:8][CH2:9][CH2:10][CH2:11][CH2:12][CH2:13][CH2:14][CH2:15][CH2:16][CH2:17][CH3:18].[Cr](Cl)([O-])(=O)=O.[NH+]1C=CC=CC=1.CCCCCCC, predict the reaction product. The product is: [CH:1](=[O:19])[CH2:2][CH2:3][CH2:4][CH2:5][CH2:6][CH2:7][CH2:8][CH2:9][CH2:10][CH2:11][CH2:12][CH2:13][CH2:14][CH2:15][CH2:16][CH2:17][CH3:18]. (2) The product is: [C:1]([N:4]1[C:13]2[C:8](=[CH:9][C:10]([C:14]3[CH2:19][CH2:18][N:17]([C:20]([O:22][C:23]([CH3:26])([CH3:25])[CH3:24])=[O:21])[CH2:16][CH:15]=3)=[CH:11][CH:12]=2)[C@H:7]([NH:27][C:33]2[CH:42]=[CH:41][C:36]([C:37](=[O:38])[NH:39][CH3:40])=[CH:35][CH:34]=2)[C@@H:6]([CH3:28])[C@@H:5]1[CH:29]1[CH2:30][CH2:31]1)(=[O:3])[CH3:2]. Given the reactants [C:1]([N:4]1[C:13]2[C:8](=[CH:9][C:10]([C:14]3[CH2:19][CH2:18][N:17]([C:20]([O:22][C:23]([CH3:26])([CH3:25])[CH3:24])=[O:21])[CH2:16][CH:15]=3)=[CH:11][CH:12]=2)[C@H:7]([NH2:27])[C@@H:6]([CH3:28])[C@@H:5]1[CH:29]1[CH2:31][CH2:30]1)(=[O:3])[CH3:2].Br[C:33]1[CH:42]=[CH:41][C:36]([C:37]([NH:39][CH3:40])=[O:38])=[CH:35][CH:34]=1.CC(C)([O-])C.[Na+].CN(C1C(C2C(P(C3CCCCC3)C3CCCCC3)=CC=CC=2)=CC=CC=1)C, predict the reaction product. (3) Given the reactants Br[CH2:2][C:3]([C:5]1[CH:10]=[CH:9][C:8]([NH:11][C:12](=[O:14])[CH3:13])=[CH:7][C:6]=1[F:15])=[O:4].[C:16]1([C:22]2([CH2:29][CH2:30][CH3:31])[NH:26][C:25](=[O:27])[NH:24][C:23]2=[O:28])[CH:21]=[CH:20][CH:19]=[CH:18][CH:17]=1.C(=O)([O-])[O-].[K+].CC(C)=O.[K+].C1CCCCC1.C(OCC)(=O)C, predict the reaction product. The product is: [O:27]=[C:25]1[NH:26][C:22]([C:16]2[CH:21]=[CH:20][CH:19]=[CH:18][CH:17]=2)([CH2:29][CH2:30][CH3:31])[C:23](=[O:28])[N:24]1[CH2:2][C:3]([C:5]1[CH:10]=[CH:9][C:8]([NH:11][C:12](=[O:14])[CH3:13])=[CH:7][C:6]=1[F:15])=[O:4]. (4) Given the reactants C(O[C:6](=O)[N:7]([CH:9]([CH3:34])[C:10]([NH:12][C:13]1[CH:18]=[CH:17][C:16]([CH2:19][C:20]2[CH:25]=[CH:24][CH:23]=[CH:22][CH:21]=2)=[C:15]([C:26]#[C:27][C:28]2[CH:33]=[CH:32][CH:31]=[CH:30][CH:29]=2)[N:14]=1)=[O:11])C)(C)(C)C.C(Cl)Cl.C(O)(C(F)(F)F)=O, predict the reaction product. The product is: [CH2:19]([C:16]1[CH:17]=[CH:18][C:13]([NH:12][C:10](=[O:11])[CH:9]([NH:7][CH3:6])[CH3:34])=[N:14][C:15]=1[C:26]#[C:27][C:28]1[CH:29]=[CH:30][CH:31]=[CH:32][CH:33]=1)[C:20]1[CH:21]=[CH:22][CH:23]=[CH:24][CH:25]=1. (5) Given the reactants C(N(CC)CC)C.[NH2:8][C:9]1[CH:10]=[C:11]([NH:16][C:17](=[O:27])[C:18]2[CH:23]=[CH:22][CH:21]=[C:20]([N:24]([CH3:26])[CH3:25])[CH:19]=2)[CH:12]=[CH:13][C:14]=1[CH3:15].[Cl:28][CH2:29][C:30]1[CH:31]=[C:32]([CH:36]=[CH:37][CH:38]=1)[C:33](Cl)=[O:34], predict the reaction product. The product is: [CH3:25][N:24]([CH3:26])[C:20]1[CH:19]=[C:18]([CH:23]=[CH:22][CH:21]=1)[C:17]([NH:16][C:11]1[CH:12]=[CH:13][C:14]([CH3:15])=[C:9]([NH:8][C:33](=[O:34])[C:32]2[CH:36]=[CH:37][CH:38]=[C:30]([CH2:29][Cl:28])[CH:31]=2)[CH:10]=1)=[O:27].